This data is from Full USPTO retrosynthesis dataset with 1.9M reactions from patents (1976-2016). The task is: Predict the reactants needed to synthesize the given product. (1) Given the product [CH:19]1([C:2]2[CH:9]=[CH:8][C:5]([CH:6]=[O:7])=[C:4]([N:10]([CH3:12])[CH3:11])[N:3]=2)[CH2:21][CH2:20]1, predict the reactants needed to synthesize it. The reactants are: Cl[C:2]1[CH:9]=[CH:8][C:5]([CH:6]=[O:7])=[C:4]([N:10]([CH3:12])[CH3:11])[N:3]=1.C(=O)([O-])[O-].[Na+].[Na+].[CH:19]1(B(O)O)[CH2:21][CH2:20]1. (2) Given the product [Cl:29][C:30]1[CH:40]=[CH:39][C:33]([O:34][CH2:35][C:36]([NH:1][C:2]2[C:11]3[CH2:10][C@H:9]([OH:12])[CH2:8][CH2:7][C:6]=3[CH:5]=[CH:4][CH:3]=2)=[O:37])=[CH:32][CH:31]=1, predict the reactants needed to synthesize it. The reactants are: [NH2:1][C:2]1[CH:3]=[CH:4][CH:5]=[C:6]2[C:11]=1[CH2:10][C@H:9]([OH:12])[CH2:8][CH2:7]2.Cl.C(N=C=N)C.ON1C2C=CC=CC=2N=N1.[Cl:29][C:30]1[CH:40]=[CH:39][C:33]([O:34][CH2:35][C:36](O)=[O:37])=[CH:32][CH:31]=1. (3) Given the product [Br:1][C:2]1[CH:3]=[CH:4][C:5]([CH:8]([CH3:13])[C:9]([OH:11])=[O:10])=[CH:6][CH:7]=1, predict the reactants needed to synthesize it. The reactants are: [Br:1][C:2]1[CH:7]=[CH:6][C:5]([CH:8]([CH3:13])[C:9]([O:11]C)=[O:10])=[CH:4][CH:3]=1.[OH-].[Li+].Cl. (4) Given the product [CH3:20][O:19][CH2:18][N:9]1[C:8]2[CH:21]=[CH:22][C:5]([CH2:4][CH2:3][CH:2]=[O:1])=[CH:6][C:7]=2[C:16]2[N:15]=[CH:14][CH:13]=[CH:12][C:11]=2[C:10]1=[O:17], predict the reactants needed to synthesize it. The reactants are: [OH:1][CH2:2][CH2:3][CH2:4][C:5]1[CH:22]=[CH:21][C:8]2[N:9]([CH2:18][O:19][CH3:20])[C:10](=[O:17])[C:11]3[CH:12]=[CH:13][CH:14]=[N:15][C:16]=3[C:7]=2[CH:6]=1.[Cr](Cl)([O-])(=O)=O.[NH+]1C=CC=CC=1. (5) The reactants are: [F:1][C:2]1[CH:3]=[C:4]2[C:9](=[CH:10][C:11]=1[O:12]C)[CH2:8][CH:7]([C:14]([OH:16])=[O:15])[CH2:6][CH2:5]2.Br. Given the product [F:1][C:2]1[CH:3]=[C:4]2[C:9](=[CH:10][C:11]=1[OH:12])[CH2:8][CH:7]([C:14]([OH:16])=[O:15])[CH2:6][CH2:5]2, predict the reactants needed to synthesize it. (6) The reactants are: ClC1C=CC(C2C3C(OC)=NC=CC=3C3C(C)=N[O:15][C:12]=3CN=2)=CC=1.Cl[C:26]1[CH:27]=[CH:28][C:29]2[C:30]3[C:46]([CH3:47])=[N:45][O:44][C:31]=3[CH2:32][N:33]=[C:34]([C:37]3[CH:42]=[CH:41][C:40]([Cl:43])=[CH:39][CH:38]=3)[C:35]=2[N:36]=1.ClC1C=CC(C2C3C(F)=NC=CC=3C3C(C)=NOC=3CN=2)=CC=1. Given the product [Cl:43][C:40]1[CH:41]=[CH:42][C:37]([C:34]2[C:35]3[N:36]=[C:26]([O:15][CH3:12])[CH:27]=[CH:28][C:29]=3[C:30]3[C:46]([CH3:47])=[N:45][O:44][C:31]=3[CH2:32][N:33]=2)=[CH:38][CH:39]=1, predict the reactants needed to synthesize it.